This data is from Forward reaction prediction with 1.9M reactions from USPTO patents (1976-2016). The task is: Predict the product of the given reaction. (1) Given the reactants [C:1]([C:3]1[CH:4]=[CH:5][C:6]([C@@H:13]2[C:18]([C:19]#[N:20])=[C:17]([CH3:21])[N:16]([C:22]3[CH:27]=[CH:26][CH:25]=[C:24]([C:28]([F:31])([F:30])[F:29])[CH:23]=3)[C:15](=[O:32])[N:14]2[CH3:33])=[C:7]([S:9](Cl)(=[O:11])=[O:10])[CH:8]=1)#[N:2].[NH2:34][CH2:35][CH2:36][CH2:37][OH:38].C(N(CC)CC)C, predict the reaction product. The product is: [C:1]([C:3]1[CH:4]=[CH:5][C:6]([C@@H:13]2[C:18]([C:19]#[N:20])=[C:17]([CH3:21])[N:16]([C:22]3[CH:27]=[CH:26][CH:25]=[C:24]([C:28]([F:31])([F:30])[F:29])[CH:23]=3)[C:15](=[O:32])[N:14]2[CH3:33])=[C:7]([S:9]([NH:34][CH2:35][CH2:36][CH2:37][OH:38])(=[O:11])=[O:10])[CH:8]=1)#[N:2]. (2) Given the reactants [CH3:1][C:2]1[N:3]([C:16]2[CH:21]=[CH:20][NH:19][C:18](=[O:22])[CH:17]=2)[CH:4]=[C:5]([C:7]#[C:8][C:9]2[CH:10]=[C:11]([CH3:15])[CH:12]=[CH:13][CH:14]=2)[N:6]=1.[CH3:23]I, predict the reaction product. The product is: [CH3:23][N:19]1[CH:20]=[CH:21][C:16]([N:3]2[CH:4]=[C:5]([C:7]#[C:8][C:9]3[CH:10]=[C:11]([CH3:15])[CH:12]=[CH:13][CH:14]=3)[N:6]=[C:2]2[CH3:1])=[CH:17][C:18]1=[O:22]. (3) Given the reactants C[O:2][C:3](=[O:31])[C:4]([CH3:30])([NH:6][C:7]([C:9]1[CH:10]=[CH:11][C:12]2[CH:16]=[CH:15][S:14][C:13]=2[C:17]=1[O:18][CH2:19][C:20]1[CH:25]=[CH:24][C:23]([C:26]([F:29])([F:28])[F:27])=[CH:22][CH:21]=1)=[O:8])[CH3:5].[Li+].[OH-].Cl, predict the reaction product. The product is: [CH3:30][C:4]([NH:6][C:7]([C:9]1[CH:10]=[CH:11][C:12]2[CH:16]=[CH:15][S:14][C:13]=2[C:17]=1[O:18][CH2:19][C:20]1[CH:21]=[CH:22][C:23]([C:26]([F:28])([F:29])[F:27])=[CH:24][CH:25]=1)=[O:8])([CH3:5])[C:3]([OH:31])=[O:2]. (4) Given the reactants C([O:3][C:4]([C:6]1[N:7]([CH2:24][C:25]2[CH:30]=[CH:29][CH:28]=[CH:27][CH:26]=2)[C:8]2[C:13]([C:14]=1[S:15][C:16]1[CH:21]=[CH:20][CH:19]=[C:18]([Br:22])[CH:17]=1)=[CH:12][CH:11]=[C:10]([Cl:23])[CH:9]=2)=[O:5])C.[Li+].[OH-], predict the reaction product. The product is: [CH2:24]([N:7]1[C:8]2[C:13](=[CH:12][CH:11]=[C:10]([Cl:23])[CH:9]=2)[C:14]([S:15][C:16]2[CH:21]=[CH:20][CH:19]=[C:18]([Br:22])[CH:17]=2)=[C:6]1[C:4]([OH:5])=[O:3])[C:25]1[CH:30]=[CH:29][CH:28]=[CH:27][CH:26]=1. (5) Given the reactants [CH2:1]([C:5]1[N:6]=[C:7]([CH3:27])[NH:8][C:9](=[O:26])[C:10]=1[CH2:11][C:12]1[CH:17]=[CH:16][C:15]([C:18]2[C:19]([C:24]#[N:25])=[CH:20][CH:21]=[CH:22][CH:23]=2)=[CH:14][CH:13]=1)[CH2:2][CH2:3][CH3:4].[CH3:28][O:29][C:30]1[CH:31]=[C:32](B(O)O)[CH:33]=[CH:34][C:35]=1[O:36][CH3:37].C(N(CC)CC)C.N1C=CC=CC=1, predict the reaction product. The product is: [CH2:1]([C:5]1[N:6]=[C:7]([CH3:27])[N:8]([C:33]2[CH:32]=[CH:31][C:30]([O:29][CH3:28])=[C:35]([O:36][CH3:37])[CH:34]=2)[C:9](=[O:26])[C:10]=1[CH2:11][C:12]1[CH:17]=[CH:16][C:15]([C:18]2[C:19]([C:24]#[N:25])=[CH:20][CH:21]=[CH:22][CH:23]=2)=[CH:14][CH:13]=1)[CH2:2][CH2:3][CH3:4].